This data is from Full USPTO retrosynthesis dataset with 1.9M reactions from patents (1976-2016). The task is: Predict the reactants needed to synthesize the given product. (1) Given the product [Br:10][C:7]1[CH:6]=[C:3]2[C:2](=[CH:9][CH:8]=1)[NH:1][C:15](=[O:16])[C:14]([N+:11]([O-:13])=[O:12])=[CH:4]2, predict the reactants needed to synthesize it. The reactants are: [NH2:1][C:2]1[CH:9]=[CH:8][C:7]([Br:10])=[CH:6][C:3]=1[CH:4]=O.[N+:11]([CH2:14][C:15](OCC)=[O:16])([O-:13])=[O:12].N1CCCCC1. (2) The reactants are: C(O[C:6]([N:8]1[CH2:13][CH2:12][CH:11]([NH:14][C:15](=[O:25])[CH2:16][C:17]2[CH:22]=[CH:21][C:20]([O:23][CH3:24])=[CH:19][CH:18]=2)[CH2:10][CH2:9]1)=O)(C)(C)C.[CH3:26][C:27]1[CH:34]=[CH:33][C:30]([CH:31]=O)=[CH:29][CH:28]=1.[BH4-].C(O[C:40](=O)[CH3:41])(=O)C. Given the product [CH3:26][C:27]1[CH:34]=[CH:33][C:30]([CH2:31][N:14]([CH:11]2[CH2:10][CH2:9][N:8]([CH2:6][C:11]3[CH:12]=[CH:13][C:40]([CH3:41])=[CH:9][CH:10]=3)[CH2:13][CH2:12]2)[C:15](=[O:25])[CH2:16][C:17]2[CH:18]=[CH:19][C:20]([O:23][CH3:24])=[CH:21][CH:22]=2)=[CH:29][CH:28]=1, predict the reactants needed to synthesize it. (3) Given the product [F:18][C:19]1[CH:24]=[CH:23][CH:22]=[C:21]([F:25])[C:20]=1[CH2:26][N:13]1[C:12]2[CH:14]=[CH:15][CH:16]=[CH:17][C:11]=2[N:10]=[C:9]1[C:3]1[C:4]([F:8])=[CH:5][CH:6]=[CH:7][C:2]=1[F:1], predict the reactants needed to synthesize it. The reactants are: [F:1][C:2]1[CH:7]=[CH:6][CH:5]=[C:4]([F:8])[C:3]=1[C:9]1[NH:10][C:11]2[CH:17]=[CH:16][CH:15]=[CH:14][C:12]=2[N:13]=1.[F:18][C:19]1[CH:24]=[CH:23][CH:22]=[C:21]([F:25])[C:20]=1[C:26]1C=CC=CC=1CBr.[H-].[Na+]. (4) Given the product [Cl:1][C:2]1[N:3]=[C:4]([NH2:11])[CH:5]=[C:6]([CH3:8])[CH:7]=1, predict the reactants needed to synthesize it. The reactants are: [Cl:1][C:2]1[CH:7]=[C:6]([CH3:8])[CH:5]=[C:4](Cl)[N:3]=1.[OH-].[NH4+:11].